Dataset: Forward reaction prediction with 1.9M reactions from USPTO patents (1976-2016). Task: Predict the product of the given reaction. (1) Given the reactants [CH2:1]([O:8][C:9]([NH:11][CH2:12][CH2:13][CH2:14][CH2:15][CH2:16][CH2:17][CH2:18][CH2:19][CH2:20][CH2:21][C:22]([O:24]C)=O)=[O:10])[C:2]1[CH:7]=[CH:6][CH:5]=[CH:4][CH:3]=1.Cl.[CH3:27][NH:28][O:29][CH3:30].C(=O)=O.C([Mg]Cl)(C)C, predict the reaction product. The product is: [CH3:30][O:29][N:28]([CH3:27])[C:22](=[O:24])[CH2:21][CH2:20][CH2:19][CH2:18][CH2:17][CH2:16][CH2:15][CH2:14][CH2:13][CH2:12][NH:11][C:9](=[O:10])[O:8][CH2:1][C:2]1[CH:3]=[CH:4][CH:5]=[CH:6][CH:7]=1. (2) Given the reactants [CH:1]([C:4]1[C:8](/[CH:9]=[CH:10]/[C:11]([O:13][CH2:14][CH3:15])=[O:12])=[CH:7][N:6]([C:16]2[CH:21]=[CH:20][C:19]([C:22]([F:25])([F:24])[F:23])=[CH:18][CH:17]=2)[N:5]=1)([CH3:3])[CH3:2], predict the reaction product. The product is: [CH:1]([C:4]1[C:8]([CH2:9][CH2:10][C:11]([O:13][CH2:14][CH3:15])=[O:12])=[CH:7][N:6]([C:16]2[CH:17]=[CH:18][C:19]([C:22]([F:24])([F:25])[F:23])=[CH:20][CH:21]=2)[N:5]=1)([CH3:2])[CH3:3]. (3) The product is: [F:1][C@H:2]1[C@H:8]([O:9][S:26]([C:23]2[CH:22]=[CH:21][C:20]([N+:17]([O-:19])=[O:18])=[CH:25][CH:24]=2)(=[O:27])=[O:28])[CH2:7][CH2:6][N:5]([C:10]([O:12][C:13]([CH3:16])([CH3:15])[CH3:14])=[O:11])[CH2:4][CH2:3]1. Given the reactants [F:1][C@H:2]1[C@H:8]([OH:9])[CH2:7][CH2:6][N:5]([C:10]([O:12][C:13]([CH3:16])([CH3:15])[CH3:14])=[O:11])[CH2:4][CH2:3]1.[N+:17]([C:20]1[CH:25]=[CH:24][C:23]([S:26](Cl)(=[O:28])=[O:27])=[CH:22][CH:21]=1)([O-:19])=[O:18].CCN(CC)CC, predict the reaction product. (4) Given the reactants [CH:1]1([N:6]2[C:14]3[C:9](=[CH:10][C:11]([F:16])=[C:12]([CH3:15])[CH:13]=3)[C:8]([C:17](O)=[O:18])=[C:7]2[C:20]2[CH:25]=[CH:24][C:23]([S:26](=[O:35])(=[O:34])[NH:27][C@@H:28]([CH3:33])[C:29]([F:32])([F:31])[F:30])=[CH:22][N:21]=2)[CH2:5][CH2:4][CH2:3][CH2:2]1.O=S(Cl)[Cl:38], predict the reaction product. The product is: [CH:1]1([N:6]2[C:14]3[C:9](=[CH:10][C:11]([F:16])=[C:12]([CH3:15])[CH:13]=3)[C:8]([C:17]([Cl:38])=[O:18])=[C:7]2[C:20]2[CH:25]=[CH:24][C:23]([S:26](=[O:35])(=[O:34])[NH:27][C@@H:28]([CH3:33])[C:29]([F:32])([F:31])[F:30])=[CH:22][N:21]=2)[CH2:5][CH2:4][CH2:3][CH2:2]1. (5) Given the reactants [N:1]1[NH:2][N:3]=[N:4][C:5]=1[C:6]1[CH:7]=[C:8]([C:12]2[S:16][C:15]3[CH:17]=[CH:18][C:19]([NH2:21])=[CH:20][C:14]=3[CH:13]=2)[CH:9]=[N:10][CH:11]=1.[Cl:22][C:23]1[CH:28]=[CH:27][C:26]([N:29]=[C:30]=[O:31])=[CH:25][C:24]=1[C:32]([F:35])([F:34])[F:33], predict the reaction product. The product is: [Cl:22][C:23]1[CH:28]=[CH:27][C:26]([NH:29][C:30]([NH:21][C:19]2[CH:18]=[CH:17][C:15]3[S:16][C:12]([C:8]4[CH:9]=[N:10][CH:11]=[C:6]([C:5]5[N:1]=[N:2][NH:3][N:4]=5)[CH:7]=4)=[CH:13][C:14]=3[CH:20]=2)=[O:31])=[CH:25][C:24]=1[C:32]([F:33])([F:34])[F:35]. (6) Given the reactants [I-].C[S+](C)(C)=O.[CH2:7]([Li])CCCCC.[CH3:14][O:15][C:16]1[CH:17]=[C:18]2[C:23](=[CH:24][CH:25]=1)[N:22]([CH3:26])[C:21](=[O:27])[CH:20]=[CH:19]2, predict the reaction product. The product is: [CH3:14][O:15][C:16]1[CH:17]=[C:18]2[C:23]([N:22]([CH3:26])[C:21](=[O:27])[CH:20]3[CH2:7][CH:19]32)=[CH:24][CH:25]=1.